Dataset: Forward reaction prediction with 1.9M reactions from USPTO patents (1976-2016). Task: Predict the product of the given reaction. The product is: [Br:1][C:2]1[CH:3]=[CH:4][C:5]([N:8]2[C:9]3[CH:14]=[CH:13][CH:12]=[CH:11][C:10]=3[N:15]=[C:17]2[NH2:16])=[N:6][CH:7]=1. Given the reactants [Br:1][C:2]1[CH:3]=[CH:4][C:5]([NH:8][C:9]2[C:10]([NH2:15])=[CH:11][CH:12]=[CH:13][CH:14]=2)=[N:6][CH:7]=1.[N:16]#[C:17]Br, predict the reaction product.